This data is from Reaction yield outcomes from USPTO patents with 853,638 reactions. The task is: Predict the reaction yield, written as a fraction of the theoretical maximum amount of product (1.0 means a 100% yield; for example, 0.34 means a 34% yield). The reactants are [Cl:1][C:2]1[CH:3]=[CH:4][C:5]([S:21][CH2:22][C:23]2[CH:28]=[CH:27][CH:26]=[C:25]([NH:29][S:30]([CH3:33])(=[O:32])=[O:31])[CH:24]=2)=[C:6]([NH:8][S:9]([C:12]2[O:13][C:14]3[CH:20]=[CH:19][CH:18]=[CH:17][C:15]=3[CH:16]=2)(=[O:11])=[O:10])[CH:7]=1.C1C=C(Cl)C=C(C(OO)=[O:42])C=1. The catalyst is C(Cl)Cl. The product is [Cl:1][C:2]1[CH:3]=[CH:4][C:5]([S:21]([CH2:22][C:23]2[CH:28]=[CH:27][CH:26]=[C:25]([NH:29][S:30]([CH3:33])(=[O:32])=[O:31])[CH:24]=2)=[O:42])=[C:6]([NH:8][S:9]([C:12]2[O:13][C:14]3[CH:20]=[CH:19][CH:18]=[CH:17][C:15]=3[CH:16]=2)(=[O:11])=[O:10])[CH:7]=1. The yield is 0.610.